This data is from Reaction yield outcomes from USPTO patents with 853,638 reactions. The task is: Predict the reaction yield, written as a fraction of the theoretical maximum amount of product (1.0 means a 100% yield; for example, 0.34 means a 34% yield). The reactants are [NH2:1][C:2]1[CH:7]=[CH:6][CH:5]=[CH:4][C:3]=1[CH:8]1[C:17]([CH3:19])([CH3:18])[CH2:16][C:15]2[C:10](=[CH:11][CH:12]=[C:13]([C:20]([O:22][CH3:23])=[O:21])[CH:14]=2)[NH:9]1.N1C=CC=CC=1.[F:30][C:31]1[CH:36]=[CH:35][CH:34]=[CH:33][C:32]=1[S:37](Cl)(=[O:39])=[O:38]. The catalyst is ClCCl. The product is [F:30][C:31]1[CH:36]=[CH:35][CH:34]=[CH:33][C:32]=1[S:37]([NH:1][C:2]1[CH:7]=[CH:6][CH:5]=[CH:4][C:3]=1[CH:8]1[C:17]([CH3:18])([CH3:19])[CH2:16][C:15]2[C:10](=[CH:11][CH:12]=[C:13]([C:20]([O:22][CH3:23])=[O:21])[CH:14]=2)[NH:9]1)(=[O:39])=[O:38]. The yield is 0.700.